From a dataset of Experimentally validated miRNA-target interactions with 360,000+ pairs, plus equal number of negative samples. Binary Classification. Given a miRNA mature sequence and a target amino acid sequence, predict their likelihood of interaction. (1) Result: 0 (no interaction). The protein sequence of the target gene is MRRSKADVERYIASVQGSAPSPREKSMKGFYFAKLYYEAKEYDLAKKYISTYINVQERDPKAHRFLGLLYEVEENIDKAVECYKRSVELNPTQKDLVLKIAELLCKNDVTDGRAKYWVERAAKLFPGSPAIYKLKEQLLDCKGEDGWNKLFDLIQSELYARPDDIHVNIRLVELYRSNKRLKDAVAHCHEADRNTALRSSLEWNLCVVQTLKEYLESLQCLDSDKSTWRATNKDLLLAYANLMLLTLSTRDVQEGRELLESFDSALQSVKSSVGGNDELSATFLETKGHFYMHVGSLLLK.... The miRNA is hsa-miR-664a-5p with sequence ACUGGCUAGGGAAAAUGAUUGGAU. (2) The miRNA is mmu-miR-146a-5p with sequence UGAGAACUGAAUUCCAUGGGUU. The protein sequence of the target gene is MATVVVEATEPEPSGSIGNPAASTSPSLSHRFLDSKFYLLVVVGETVTEEHLRRAIGNIELGIRSWDTNLIECNLDQELKLFVSRHSARFSPEVPGQKILHHRSDVLETVVLINPSDEAVSTEVRLMITDAARHKLLVLTGQCFENTGELILQSGSFSFQNFIEIFTDQEIGELLSTTHPANKASLTLFCPEEGDWKNSNLDRHNLQDFINIKLNSASILPEMEGLSEFTEYLSESVEVPSPFDILEPPTSGGFLKLSKPCCYIFPGGRGDSALFAVNGFNMLINGGSERKSCFWKLIRH.... Result: 1 (interaction). (3) The miRNA is mmu-miR-674-5p with sequence GCACUGAGAUGGGAGUGGUGUA. The protein sequence of the target gene is MAKERCQKRSFQDTLEDIKNRMKEKRNKNLAGIGKRKSFIVAPGQVPTNTATLLRYYQDNNRLLVLALENEKSKVREAQDVILQLRKECYYLTCQLYALKEKLTSRQSEETTQNWKGRPSDVVSSIDNTTRDLSGKSLQQIAVEETDCPYQTTEPSPAVTPETQGCDFDSGKVESTDEVLPRTISIRRHLRKDFSNISHSTTLEDCKASPRVAQSLEVKGSRCREVTVTLHRLENVCLWNKDQISLCSRLINPAKITETEVILSSKPEQIESKHKRARKRRAEQRRTKQRCKSKSSLRSK.... Result: 0 (no interaction).